This data is from Peptide-MHC class I binding affinity with 185,985 pairs from IEDB/IMGT. The task is: Regression. Given a peptide amino acid sequence and an MHC pseudo amino acid sequence, predict their binding affinity value. This is MHC class I binding data. (1) The peptide sequence is RLEARIAQL. The MHC is HLA-A02:02 with pseudo-sequence HLA-A02:02. The binding affinity (normalized) is 0.812. (2) The peptide sequence is SKFWYLEHAK. The MHC is HLA-A33:01 with pseudo-sequence HLA-A33:01. The binding affinity (normalized) is 0.373.